From a dataset of Catalyst prediction with 721,799 reactions and 888 catalyst types from USPTO. Predict which catalyst facilitates the given reaction. (1) Reactant: C(OC([N:8]1[CH2:13][CH2:12][N:11]([CH2:14][C:15]2[CH:20]=[CH:19][C:18]([C@@H:21]3[O:30][C:25]4=[N:26][CH:27]=[CH:28][CH:29]=[C:24]4[O:23][CH2:22]3)=[CH:17][CH:16]=2)[CH2:10][CH2:9]1)=O)(C)(C)C.Cl.O.C([O-])([O-])=O.[Na+].[Na+]. Product: [N:11]1([CH2:14][C:15]2[CH:20]=[CH:19][C:18]([C@@H:21]3[O:30][C:25]4=[N:26][CH:27]=[CH:28][CH:29]=[C:24]4[O:23][CH2:22]3)=[CH:17][CH:16]=2)[CH2:12][CH2:13][NH:8][CH2:9][CH2:10]1. The catalyst class is: 12. (2) Reactant: P([O:13][CH2:14][CH2:15][N:16](CCCOC1C=C2C(C(NC3C=C(CC(NC4C=CC=C(F)C=4)=O)NN=3)=NC=N2)=CC=1OC)[CH2:17][CH2:18][C:19]([F:22])([F:21])[F:20])(OC(C)(C)C)(OC(C)(C)C)=O.BrCCC(F)(F)F.C(CN)O.C(=O)([O-])[O-].[K+].[K+]. Product: [F:20][C:19]([F:22])([F:21])[CH2:18][CH2:17][NH:16][CH2:15][CH2:14][OH:13]. The catalyst class is: 12. (3) Reactant: [CH3:1][O:2][C:3]1[N:4]=[C:5](OS(C2C=CC(C)=CC=2)(=O)=O)[C:6]2[CH2:12][N:11]([C:13]([O:15][C:16]([CH3:19])([CH3:18])[CH3:17])=[O:14])[CH2:10][CH2:9][C:7]=2[N:8]=1.[C:31]1([CH3:40])[CH:36]=[CH:35][CH:34]=[CH:33][C:32]=1B(O)O.[O-]P([O-])([O-])=O.[K+].[K+].[K+].C1(P(C2C=CC=CC=2C2C=CC=CC=2)C2CCCCC2)CCCCC1. Product: [C:16]([O:15][C:13]([N:11]1[CH2:10][CH2:9][C:7]2[N:8]=[C:3]([O:2][CH3:1])[N:4]=[C:5]([C:32]3[CH:33]=[CH:34][CH:35]=[CH:36][C:31]=3[CH3:40])[C:6]=2[CH2:12]1)=[O:14])([CH3:17])([CH3:18])[CH3:19]. The catalyst class is: 274.